Dataset: Acute oral toxicity (LD50) regression data from Zhu et al.. Task: Regression/Classification. Given a drug SMILES string, predict its toxicity properties. Task type varies by dataset: regression for continuous values (e.g., LD50, hERG inhibition percentage) or binary classification for toxic/non-toxic outcomes (e.g., AMES mutagenicity, cardiotoxicity, hepatotoxicity). Dataset: ld50_zhu. The molecule is CCCSc1ccc2[nH]c(NC(=O)OC)nc2c1. The rat oral LD50 is 2.04, given as -log10 of the dose in mol/kg body weight (higher means more acutely toxic).